This data is from Forward reaction prediction with 1.9M reactions from USPTO patents (1976-2016). The task is: Predict the product of the given reaction. (1) Given the reactants ClC1C=C(Cl)C=CC=1C1N=C(CC)C(N[C@@H]2C3C(=CC=CC=3)C[C@@H]2O)=NC=1CC.Br[C:31]1[N:32]=[C:33]([CH2:50][CH3:51])[C:34]([NH:39][CH:40]2[C:49]3[C:44](=[CH:45][CH:46]=[CH:47][CH:48]=3)[O:43][CH2:42][CH2:41]2)=[N:35][C:36]=1[CH2:37][CH3:38].[CH3:52][C:53]1[CH:58]=[C:57]([CH3:59])[CH:56]=[CH:55][C:54]=1B(O)O, predict the reaction product. The product is: [O:43]1[C:44]2[C:49](=[CH:48][CH:47]=[CH:46][CH:45]=2)[CH:40]([NH:39][C:34]2[C:33]([CH2:50][CH3:51])=[N:32][C:31]([C:54]3[CH:55]=[CH:56][C:57]([CH3:59])=[CH:58][C:53]=3[CH3:52])=[C:36]([CH2:37][CH3:38])[N:35]=2)[CH2:41][CH2:42]1. (2) Given the reactants ClC1C(OC2C=CC(Cl)=C(C(F)(F)F)C=2)=CC(F)=C(C=1)C(O)=O.[Cl:24][C:25]1[C:26]([CH2:35][O:36][C:37]2[CH:42]=[CH:41][C:40]([Cl:43])=[C:39]([Cl:44])[CH:38]=2)=[CH:27][C:28]([F:34])=[C:29]([CH:33]=1)[C:30](O)=[O:31].[CH3:45][N:46](C)[S:47]([NH2:50])(=[O:49])=[O:48].CNS(N)(=O)=O, predict the reaction product. The product is: [Cl:24][C:25]1[C:26]([CH2:35][O:36][C:37]2[CH:42]=[CH:41][C:40]([Cl:43])=[C:39]([Cl:44])[CH:38]=2)=[CH:27][C:28]([F:34])=[C:29]([CH:33]=1)[C:30]([NH:50][S:47](=[O:49])(=[O:48])[NH:46][CH3:45])=[O:31]. (3) Given the reactants [I-].[CH3:2][P+](C1C=CC=CC=1)(C1C=CC=CC=1)C1C=CC=CC=1.[H-].[Na+].[CH:24]([C:26]1[CH:31]=[CH:30][C:29]([N:32]([C:49]2[CH:54]=[CH:53][CH:52]=[CH:51][CH:50]=2)[C:33]2[CH:38]=[CH:37][C:36]([C:39]3[CH:44]=[CH:43][C:42]([C:45]#[N:46])=[C:41]([C:47]#[N:48])[CH:40]=3)=[CH:35][CH:34]=2)=[CH:28][CH:27]=1)=O.O, predict the reaction product. The product is: [C:49]1([N:32]([C:29]2[CH:30]=[CH:31][C:26]([CH:24]=[CH2:2])=[CH:27][CH:28]=2)[C:33]2[CH:38]=[CH:37][C:36]([C:39]3[CH:44]=[CH:43][C:42]([C:45]#[N:46])=[C:41]([C:47]#[N:48])[CH:40]=3)=[CH:35][CH:34]=2)[CH:54]=[CH:53][CH:52]=[CH:51][CH:50]=1. (4) Given the reactants Cl[C:2](Cl)([O:4]C(=O)OC(Cl)(Cl)Cl)Cl.[CH:13]([N:16]1[C:20]2[N:21]=[C:22]([C:31]3[CH:36]=[CH:35][C:34]([NH2:37])=[CH:33][CH:32]=3)[N:23]=[C:24]([N:25]3[CH2:30][CH2:29][O:28][CH2:27][CH2:26]3)[C:19]=2[N:18]=[N:17]1)([CH3:15])[CH3:14].[CH3:38][O:39][C:40]1[CH:45]=[CH:44][C:43]([NH2:46])=[CH:42][CH:41]=1.CCN(CC)CC, predict the reaction product. The product is: [CH3:38][O:39][C:40]1[CH:45]=[CH:44][C:43]([NH:46][C:2]([NH:37][C:34]2[CH:33]=[CH:32][C:31]([C:22]3[N:23]=[C:24]([N:25]4[CH2:30][CH2:29][O:28][CH2:27][CH2:26]4)[C:19]4[N:18]=[N:17][N:16]([CH:13]([CH3:15])[CH3:14])[C:20]=4[N:21]=3)=[CH:36][CH:35]=2)=[O:4])=[CH:42][CH:41]=1. (5) The product is: [OH:19][CH:20]1[CH2:25][CH2:24][CH2:23][N:22]([C:16]([C:13]2[S:14][CH:15]=[C:11]([C:7]3[S:6][C:5]([NH:4][C:1](=[O:3])[CH3:2])=[N:9][C:8]=3[CH3:10])[N:12]=2)=[O:17])[CH2:21]1. Given the reactants [C:1]([NH:4][C:5]1[S:6][C:7]([C:11]2[N:12]=[C:13]([C:16](Cl)=[O:17])[S:14][CH:15]=2)=[C:8]([CH3:10])[N:9]=1)(=[O:3])[CH3:2].[OH:19][CH:20]1[CH2:25][CH2:24][CH2:23][NH:22][CH2:21]1.C(N(CC)CC)C, predict the reaction product. (6) Given the reactants [Cl:1][C:2]1[CH:3]=[C:4]([C:12]2[S:13][C:14]([C:17]3[C:18]([CH2:33][CH3:34])=[C:19]([CH2:23][CH2:24][N:25]4[CH2:28][CH:27]([C:29]([O:31]C)=[O:30])[CH2:26]4)[CH:20]=[CH:21][CH:22]=3)=[CH:15][N:16]=2)[CH:5]=[CH:6][C:7]=1[O:8][CH:9]([CH3:11])[CH3:10].[OH-].[Na+], predict the reaction product. The product is: [Cl:1][C:2]1[CH:3]=[C:4]([C:12]2[S:13][C:14]([C:17]3[C:18]([CH2:33][CH3:34])=[C:19]([CH2:23][CH2:24][N:25]4[CH2:26][CH:27]([C:29]([OH:31])=[O:30])[CH2:28]4)[CH:20]=[CH:21][CH:22]=3)=[CH:15][N:16]=2)[CH:5]=[CH:6][C:7]=1[O:8][CH:9]([CH3:11])[CH3:10]. (7) Given the reactants C[O:2][N:3]=[C:4]([C:12]1[O:17][CH2:16]C[O:14][N:13]=1)[C:5]1[CH:10]=[CH:9][CH:8]=[CH:7][C:6]=1[OH:11].[OH:18][CH:19]([C:24]1[CH:29]=CC=C[CH:25]=1)C(OC)=O.[O:30]1C=CCCC1.[O:36]1[CH:41]=[CH:40][CH2:39][CH2:38][CH:37]1O[CH:37]1[CH2:38][CH2:39][CH:40]=[CH:41][O:36]1, predict the reaction product. The product is: [N:13]([O:14][C:24]([CH3:29])([CH3:25])[CH3:19])=[O:30].[O:36]1[CH2:41][CH2:40][CH2:39][CH2:38][CH:37]1[O:11][C:6]1[CH:7]=[CH:8][CH:9]=[CH:10][C:5]=1[C:4](=[N:3][OH:2])[C:12]([O:17][CH3:16])=[O:18]. (8) Given the reactants [NH2:1][C:2]([CH3:23])([CH3:22])[CH2:3][C:4]1[N:5]([CH2:18][CH2:19][O:20][CH3:21])[N:6]=[C:7]2[C:16]=1[C:15]1[CH:14]=[CH:13][CH:12]=[CH:11][C:10]=1[N:9]=[C:8]2[NH2:17].[F:24][C:25]1[CH:33]=[CH:32][C:28]([C:29](Cl)=[O:30])=[CH:27][CH:26]=1, predict the reaction product. The product is: [NH2:17][C:8]1[C:7]2=[N:6][N:5]([CH2:18][CH2:19][O:20][CH3:21])[C:4]([CH2:3][C:2]([NH:1][C:29](=[O:30])[C:28]3[CH:32]=[CH:33][C:25]([F:24])=[CH:26][CH:27]=3)([CH3:23])[CH3:22])=[C:16]2[C:15]2[CH:14]=[CH:13][CH:12]=[CH:11][C:10]=2[N:9]=1. (9) Given the reactants C(O[C:6](=O)[N:7]([C:9]1[CH:14]=[CH:13][C:12]([C:15]2[N:16]=[C:17]([N:35]3[CH2:40][CH2:39][O:38][CH2:37][CH2:36]3)[C:18]3[S:23][C:22]([C:24]4[CH:29]=[CH:28][CH:27]=[C:26]([S:30]([CH3:33])(=[O:32])=[O:31])[CH:25]=4)=[C:21]([CH3:34])[C:19]=3[N:20]=2)=[CH:11][N:10]=1)C)(C)(C)C, predict the reaction product. The product is: [CH3:6][NH:7][C:9]1[CH:14]=[CH:13][C:12]([C:15]2[N:16]=[C:17]([N:35]3[CH2:36][CH2:37][O:38][CH2:39][CH2:40]3)[C:18]3[S:23][C:22]([C:24]4[CH:29]=[CH:28][CH:27]=[C:26]([S:30]([CH3:33])(=[O:32])=[O:31])[CH:25]=4)=[C:21]([CH3:34])[C:19]=3[N:20]=2)=[CH:11][N:10]=1. (10) Given the reactants C([Si](C)(C)[O:6][CH:7]([C:37]([CH3:40])([CH3:39])[CH3:38])[CH2:8][CH2:9][C:10]1[CH:15]=[CH:14][C:13]([C:16]([C:21]2[CH:26]=[CH:25][C:24](OS(C(F)(F)F)(=O)=O)=[C:23]([CH3:35])[CH:22]=2)([CH2:19][CH3:20])[CH2:17][CH3:18])=[CH:12][C:11]=1[CH3:36])(C)(C)C.CCN(CC)CC.[CH3:50][O:51][C:52](=[O:58])[CH2:53][CH2:54][CH2:55][C:56]#[CH:57].C(OCC)(=O)C, predict the reaction product. The product is: [CH3:50][O:51][C:52](=[O:58])[CH2:53][CH2:54][CH2:55][C:56]#[C:57][C:24]1[CH:25]=[CH:26][C:21]([C:16]([CH2:17][CH3:18])([C:13]2[CH:14]=[CH:15][C:10]([CH2:9][CH2:8][CH:7]([OH:6])[C:37]([CH3:38])([CH3:39])[CH3:40])=[C:11]([CH3:36])[CH:12]=2)[CH2:19][CH3:20])=[CH:22][C:23]=1[CH3:35].